Regression. Given two drug SMILES strings and cell line genomic features, predict the synergy score measuring deviation from expected non-interaction effect. From a dataset of NCI-60 drug combinations with 297,098 pairs across 59 cell lines. (1) Drug 1: CC1C(C(CC(O1)OC2CC(CC3=C2C(=C4C(=C3O)C(=O)C5=C(C4=O)C(=CC=C5)OC)O)(C(=O)CO)O)N)O.Cl. Drug 2: CN(C(=O)NC(C=O)C(C(C(CO)O)O)O)N=O. Cell line: M14. Synergy scores: CSS=-3.58, Synergy_ZIP=0.195, Synergy_Bliss=-1.29, Synergy_Loewe=-1.02, Synergy_HSA=-1.49. (2) Drug 1: CN1CCC(CC1)COC2=C(C=C3C(=C2)N=CN=C3NC4=C(C=C(C=C4)Br)F)OC. Drug 2: CC1=CC=C(C=C1)C2=CC(=NN2C3=CC=C(C=C3)S(=O)(=O)N)C(F)(F)F. Cell line: SK-MEL-2. Synergy scores: CSS=-0.629, Synergy_ZIP=2.58, Synergy_Bliss=-2.40, Synergy_Loewe=-5.71, Synergy_HSA=-4.38. (3) Drug 1: C1CC(=O)NC(=O)C1N2CC3=C(C2=O)C=CC=C3N. Drug 2: CC1OCC2C(O1)C(C(C(O2)OC3C4COC(=O)C4C(C5=CC6=C(C=C35)OCO6)C7=CC(=C(C(=C7)OC)O)OC)O)O. Cell line: MDA-MB-231. Synergy scores: CSS=21.2, Synergy_ZIP=-6.09, Synergy_Bliss=3.86, Synergy_Loewe=-0.206, Synergy_HSA=5.70. (4) Drug 1: CCCS(=O)(=O)NC1=C(C(=C(C=C1)F)C(=O)C2=CNC3=C2C=C(C=N3)C4=CC=C(C=C4)Cl)F. Drug 2: CC1CCCC2(C(O2)CC(NC(=O)CC(C(C(=O)C(C1O)C)(C)C)O)C(=CC3=CSC(=N3)C)C)C. Cell line: MDA-MB-435. Synergy scores: CSS=43.1, Synergy_ZIP=5.56, Synergy_Bliss=9.66, Synergy_Loewe=7.65, Synergy_HSA=8.16. (5) Drug 1: C1C(C(OC1N2C=NC3=C(N=C(N=C32)Cl)N)CO)O. Drug 2: C1C(C(OC1N2C=NC3=C2NC=NCC3O)CO)O. Cell line: SN12C. Synergy scores: CSS=57.0, Synergy_ZIP=-1.12, Synergy_Bliss=-2.00, Synergy_Loewe=-21.9, Synergy_HSA=-1.05. (6) Drug 1: CC1CCC2CC(C(=CC=CC=CC(CC(C(=O)C(C(C(=CC(C(=O)CC(OC(=O)C3CCCCN3C(=O)C(=O)C1(O2)O)C(C)CC4CCC(C(C4)OC)OCCO)C)C)O)OC)C)C)C)OC. Drug 2: C1CN1C2=NC(=NC(=N2)N3CC3)N4CC4. Cell line: SK-MEL-5. Synergy scores: CSS=55.4, Synergy_ZIP=-8.86, Synergy_Bliss=-7.66, Synergy_Loewe=-0.452, Synergy_HSA=-0.402. (7) Drug 1: N.N.Cl[Pt+2]Cl. Drug 2: CC1C(C(CC(O1)OC2CC(CC3=C2C(=C4C(=C3O)C(=O)C5=C(C4=O)C(=CC=C5)OC)O)(C(=O)CO)O)N)O.Cl. Cell line: SF-268. Synergy scores: CSS=42.6, Synergy_ZIP=0.115, Synergy_Bliss=-0.365, Synergy_Loewe=-33.3, Synergy_HSA=-0.411. (8) Drug 1: C1=CN(C(=O)N=C1N)C2C(C(C(O2)CO)O)O.Cl. Drug 2: COC1=C2C(=CC3=C1OC=C3)C=CC(=O)O2. Cell line: HOP-92. Synergy scores: CSS=21.7, Synergy_ZIP=-5.45, Synergy_Bliss=-0.748, Synergy_Loewe=-29.5, Synergy_HSA=-1.47. (9) Drug 1: CC1=C2C(C(=O)C3(C(CC4C(C3C(C(C2(C)C)(CC1OC(=O)C(C(C5=CC=CC=C5)NC(=O)C6=CC=CC=C6)O)O)OC(=O)C7=CC=CC=C7)(CO4)OC(=O)C)O)C)OC(=O)C. Drug 2: CN(CCCl)CCCl.Cl. Cell line: 786-0. Synergy scores: CSS=32.3, Synergy_ZIP=4.35, Synergy_Bliss=12.9, Synergy_Loewe=-5.09, Synergy_HSA=-2.28. (10) Drug 1: CS(=O)(=O)CCNCC1=CC=C(O1)C2=CC3=C(C=C2)N=CN=C3NC4=CC(=C(C=C4)OCC5=CC(=CC=C5)F)Cl. Drug 2: N.N.Cl[Pt+2]Cl. Cell line: 786-0. Synergy scores: CSS=62.0, Synergy_ZIP=-4.40, Synergy_Bliss=-0.413, Synergy_Loewe=0.821, Synergy_HSA=1.99.